From a dataset of Full USPTO retrosynthesis dataset with 1.9M reactions from patents (1976-2016). Predict the reactants needed to synthesize the given product. (1) Given the product [Br:4][C:5]1[CH:6]=[N:7][CH:8]=[CH:9][C:10]=1[CH2:11][O:12][C:13]1[CH:14]=[N:15][C:16]([N:19]2[CH2:20][CH2:21][N:22]([C:2]#[N:1])[CH2:23][CH2:24]2)=[N:17][CH:18]=1, predict the reactants needed to synthesize it. The reactants are: [N:1]#[C:2]Br.[Br:4][C:5]1[CH:6]=[N:7][CH:8]=[CH:9][C:10]=1[CH2:11][O:12][C:13]1[CH:14]=[N:15][C:16]([N:19]2[CH2:24][CH2:23][NH:22][CH2:21][CH2:20]2)=[N:17][CH:18]=1.C(N(CC)CC)C. (2) Given the product [CH3:1][N:2]1[CH2:15][CH2:14][C:13]2[C:12]3[CH:11]=[C:10]([CH3:16])[CH:9]=[CH:8][C:7]=3[N:6](/[CH:34]=[C:35](/[C:37]3[CH:38]=[N:39][CH:40]=[CH:41][CH:42]=3)\[CH3:36])[C:5]=2[CH2:4][CH2:3]1, predict the reactants needed to synthesize it. The reactants are: [CH3:1][N:2]1[CH2:15][CH2:14][C:13]2[C:12]3[CH:11]=[C:10]([CH3:16])[CH:9]=[CH:8][C:7]=3[NH:6][C:5]=2[CH2:4][CH2:3]1.N1CCC[C@H]1C(O)=O.[O-]P([O-])([O-])=O.[K+].[K+].[K+].Br[CH:34]=[C:35]([C:37]1[CH:38]=[N:39][CH:40]=[CH:41][CH:42]=1)[CH3:36]. (3) Given the product [C:19]([O:41][C:39]([N:36]1[CH2:35][CH2:34][CH:33]([C:10]2[CH:15]=[CH:14][CH:13]=[C:12]([B:17]3[O:18][C:19]([CH3:24])([CH3:25])[C:20]([CH3:22])([CH3:23])[O:21]3)[CH:11]=2)[CH2:38][CH2:37]1)=[O:40])([CH3:25])([CH3:24])[CH3:20], predict the reactants needed to synthesize it. The reactants are: C(N1C=[C:15]2[C:10]([CH:11]=[C:12]([B:17]3[O:21][C:20]([CH3:23])([CH3:22])[C:19]([CH3:25])([CH3:24])[O:18]3)[CH:13]=[CH:14]2)=N1)C1C=CC=CC=1.BrC1C=C([CH:33]2[CH2:38][CH2:37][N:36]([C:39]([OH:41])=[O:40])[CH2:35][CH2:34]2)C=CC=1. (4) The reactants are: [Cl:1][C:2]1[CH:3]=[C:4]([CH:37]=[CH:38][CH:39]=1)[CH2:5][N:6]([CH:16]1[CH2:21][CH2:20][N:19]([CH:22]([CH3:36])[CH2:23][CH2:24][NH:25][C:26](=[O:35])[C:27]2[C:32]([CH3:33])=[CH:31][CH:30]=[CH:29][C:28]=2[CH3:34])[CH2:18][CH2:17]1)[C:7]1[CH:15]=[CH:14][C:10]([C:11]([OH:13])=O)=[CH:9][CH:8]=1.[NH4+:40].[Cl-]. Given the product [C:11]([C:10]1[CH:14]=[CH:15][C:7]([N:6]([CH2:5][C:4]2[CH:37]=[CH:38][CH:39]=[C:2]([Cl:1])[CH:3]=2)[CH:16]2[CH2:17][CH2:18][N:19]([CH:22]([CH3:36])[CH2:23][CH2:24][NH:25][C:26](=[O:35])[C:27]3[C:28]([CH3:34])=[CH:29][CH:30]=[CH:31][C:32]=3[CH3:33])[CH2:20][CH2:21]2)=[CH:8][CH:9]=1)(=[O:13])[NH2:40], predict the reactants needed to synthesize it. (5) The reactants are: Cl[C:2]1[N:7]=[C:6]([N:8]2[CH2:13][CH2:12][O:11][CH2:10][CH2:9]2)[N:5]=[C:4]([N:14]2[C:18]3[CH:19]=[CH:20][CH:21]=[C:22]([O:23][CH3:24])[C:17]=3[N:16]=[C:15]2[CH:25]([F:27])[F:26])[N:3]=1.[NH2:28][C@@H:29]1[CH2:33][CH2:32][N:31]([C:34]([O:36][C:37]([CH3:40])([CH3:39])[CH3:38])=[O:35])[CH2:30]1. Given the product [F:26][CH:25]([F:27])[C:15]1[N:14]([C:4]2[N:5]=[C:6]([N:8]3[CH2:13][CH2:12][O:11][CH2:10][CH2:9]3)[N:7]=[C:2]([NH:28][C@@H:29]3[CH2:33][CH2:32][N:31]([C:34]([O:36][C:37]([CH3:40])([CH3:39])[CH3:38])=[O:35])[CH2:30]3)[N:3]=2)[C:18]2[CH:19]=[CH:20][CH:21]=[C:22]([O:23][CH3:24])[C:17]=2[N:16]=1, predict the reactants needed to synthesize it. (6) Given the product [F:1][C:2]1[CH:7]=[CH:6][CH:5]=[C:4]([OH:8])[C:3]=1[C:9]1[N:18]=[C:17]([N:19]2[CH2:24][CH2:23][N:22]([C:28](=[O:29])[C@H:27]([OH:26])[CH2:31][C:32]([CH3:35])([CH3:34])[CH3:33])[CH2:21][CH2:20]2)[C:16]2[C:11](=[CH:12][C:13]([CH3:25])=[CH:14][CH:15]=2)[N:10]=1, predict the reactants needed to synthesize it. The reactants are: [F:1][C:2]1[C:3]([C:9]2[N:18]=[C:17]([N:19]3[CH2:24][CH2:23][NH:22][CH2:21][CH2:20]3)[C:16]3[C:11](=[CH:12][C:13]([CH3:25])=[CH:14][CH:15]=3)[N:10]=2)=[C:4]([OH:8])[CH:5]=[CH:6][CH:7]=1.[OH:26][C@H:27]([CH2:31][C:32]([CH3:35])([CH3:34])[CH3:33])[C:28](O)=[O:29].C(N(CC)CC)C.CN(C(ON1N=NC2C=CC=NC1=2)=[N+](C)C)C.F[P-](F)(F)(F)(F)F. (7) Given the product [CH3:30][C:29]1[C:24]([C:21]2[C:20]3[C:16](=[CH:17][N:18]([CH3:32])[N:19]=3)[C:15]([OH:14])=[CH:23][CH:22]=2)=[C:25]([CH3:31])[N:26]=[CH:27][N:28]=1, predict the reactants needed to synthesize it. The reactants are: C(Cl)(=O)C.C(OC[O:14][C:15]1[C:16]2[C:20]([C:21]([C:24]3[C:25]([CH3:31])=[N:26][CH:27]=[N:28][C:29]=3[CH3:30])=[CH:22][CH:23]=1)=[N:19][N:18]([CH3:32])[CH:17]=2)C1C=CC=CC=1.